This data is from Full USPTO retrosynthesis dataset with 1.9M reactions from patents (1976-2016). The task is: Predict the reactants needed to synthesize the given product. (1) Given the product [N:25]1[CH:30]=[CH:29][CH:28]=[C:27]([CH:31]2[CH2:35][CH2:34][N:33]([C:36]([C:38]3[CH:39]=[C:40]([C:58]([OH:60])=[O:59])[C:41]([C:44]4[CH:49]=[C:48]([C:50]([F:52])([F:53])[F:51])[CH:47]=[C:46]([C:54]([F:55])([F:56])[F:57])[CH:45]=4)=[CH:42][CH:43]=3)=[O:37])[CH2:32]2)[CH:26]=1, predict the reactants needed to synthesize it. The reactants are: BrC1C=C(C(O)=O)C=CC=1C1C=C(C(F)(F)F)C=C(C(F)(F)F)C=1.[N:25]1[CH:30]=[CH:29][CH:28]=[C:27]([CH:31]2[CH2:35][CH2:34][N:33]([C:36]([C:38]3[CH:39]=[C:40]([C:58]([O:60]C)=[O:59])[C:41]([C:44]4[CH:49]=[C:48]([C:50]([F:53])([F:52])[F:51])[CH:47]=[C:46]([C:54]([F:57])([F:56])[F:55])[CH:45]=4)=[CH:42][CH:43]=3)=[O:37])[CH2:32]2)[CH:26]=1. (2) Given the product [CH3:8][C:4]1[CH:5]=[CH:6][CH:7]=[C:2]([CH3:1])[C:3]=1[NH:9][C:10]1[CH:18]=[CH:17][CH:16]=[CH:15][C:11]=1[C:12]([NH:41][C:40]1[CH:42]=[CH:43][C:37]([C:34]2[N:35]=[CH:36][N:32]([C:29]3[CH:30]=[CH:31][C:26]([O:25][C:24]([F:23])([F:45])[F:44])=[CH:27][CH:28]=3)[N:33]=2)=[CH:38][CH:39]=1)=[O:14], predict the reactants needed to synthesize it. The reactants are: [CH3:1][C:2]1[CH:7]=[CH:6][CH:5]=[C:4]([CH3:8])[C:3]=1[NH:9][C:10]1[CH:18]=[CH:17][CH:16]=[CH:15][C:11]=1[C:12]([OH:14])=O.S(Cl)(Cl)=O.[F:23][C:24]([F:45])([F:44])[O:25][C:26]1[CH:31]=[CH:30][C:29]([N:32]2[CH:36]=[N:35][C:34]([C:37]3[CH:43]=[CH:42][C:40]([NH2:41])=[CH:39][CH:38]=3)=[N:33]2)=[CH:28][CH:27]=1.C(N(CC)C(C)C)(C)C. (3) Given the product [OH:1][CH2:2][CH:3]1[O:7][C:6](=[O:8])[N:5]([C:10]2[CH:11]=[N:12][N:13]3[CH2:18][C@H:17]([CH3:19])[N:16]([C:20]([O:22][C:23]([CH3:24])([CH3:26])[CH3:25])=[O:21])[CH2:15][C:14]=23)[CH2:4]1, predict the reactants needed to synthesize it. The reactants are: [OH:1][CH2:2][CH:3]1[O:7][C:6](=[O:8])[NH:5][CH2:4]1.I[C:10]1[CH:11]=[N:12][N:13]2[CH2:18][C@H:17]([CH3:19])[N:16]([C:20]([O:22][C:23]([CH3:26])([CH3:25])[CH3:24])=[O:21])[CH2:15][C:14]=12.[O-]P([O-])([O-])=O.[K+].[K+].[K+].CN[C@@H]1CCCC[C@H]1NC. (4) Given the product [NH2:33][C:24]1[N:23]=[C:22]2[C:18]([N:19]=[CH:20][NH:21]2)=[C:17]([NH:16][CH:12]([C:6]2[N:5]([C:26]3[CH:31]=[CH:30][CH:29]=[CH:28][CH:27]=3)[C:4](=[O:32])[C:3]3[C:8](=[CH:9][CH:10]=[CH:11][C:2]=3[CH3:1])[N:7]=2)[CH2:13][C:14]#[CH:15])[N:25]=1, predict the reactants needed to synthesize it. The reactants are: [CH3:1][C:2]1[CH:11]=[CH:10][CH:9]=[C:8]2[C:3]=1[C:4](=[O:32])[N:5]([C:26]1[CH:31]=[CH:30][CH:29]=[CH:28][CH:27]=1)[C:6]([CH:12]([NH:16][C:17]1[N:25]=[CH:24][N:23]=[C:22]3[C:18]=1[N:19]=[CH:20][NH:21]3)[CH2:13][C:14]#[CH:15])=[N:7]2.[NH2:33]C1N=C2C(NC=N2)=C(Br)N=1.BrC1N=CN=C2C=1NC=N2. (5) Given the product [CH2:1]([O:3][C:4](=[O:21])[C@H:5]([CH2:13][C:14]1[CH:19]=[CH:18][CH:17]=[C:16]([C:37]2[CH:36]=[CH:35][C:34]3[C:39](=[CH:40][CH:41]=[CH:42][C:33]=3[N:32]([CH2:46][CH2:47][O:48][CH2:49][C:50]3[CH:55]=[CH:54][CH:53]=[CH:52][CH:51]=3)[CH2:31][CH2:30][O:29][CH2:22][C:23]3[CH:24]=[CH:25][CH:26]=[CH:27][CH:28]=3)[CH:38]=2)[CH:15]=1)[NH:6][C:7](=[O:12])[C:8]([F:11])([F:10])[F:9])[CH3:2], predict the reactants needed to synthesize it. The reactants are: [CH2:1]([O:3][C:4](=[O:21])[C@H:5]([CH2:13][C:14]1[CH:19]=[CH:18][CH:17]=[C:16](O)[CH:15]=1)[NH:6][C:7](=[O:12])[C:8]([F:11])([F:10])[F:9])[CH3:2].[CH2:22]([O:29][CH2:30][CH2:31][N:32]([CH2:46][CH2:47][O:48][CH2:49][C:50]1[CH:55]=[CH:54][CH:53]=[CH:52][CH:51]=1)[C:33]1[CH:42]=[CH:41][CH:40]=[C:39]2[C:34]=1[CH:35]=[CH:36][C:37](B(O)O)=[CH:38]2)[C:23]1[CH:28]=[CH:27][CH:26]=[CH:25][CH:24]=1.